Dataset: Reaction yield outcomes from USPTO patents with 853,638 reactions. Task: Predict the reaction yield, written as a fraction of the theoretical maximum amount of product (1.0 means a 100% yield; for example, 0.34 means a 34% yield). (1) The reactants are [C:1]([O:4][CH2:5][C@@H:6]1[C@@H:11]([O:12][C:13](=[O:15])[CH3:14])[C@H:10](OC(=O)C)[CH:9]=[CH:8][O:7]1)(=[O:3])[CH3:2].B([C:23]1[CH:28]=[CH:27][C:26](B(O)O)=[CH:25][CH:24]=1)(O)O.N#N. The catalyst is CC#N.CC([O-])=O.CC([O-])=O.[Pd+2]. The product is [C:1]([O:4][CH2:5][C@@H:6]1[C@@H:11]([O:12][C:13](=[O:15])[CH3:14])[CH:10]=[CH:9][C@@H:8]([C:23]2[CH:28]=[CH:27][C:26]([C@H:8]3[O:7][C@H:6]([CH2:5][O:4][C:1](=[O:3])[CH3:2])[C@@H:11]([O:12][C:13](=[O:15])[CH3:14])[CH:10]=[CH:9]3)=[CH:25][CH:24]=2)[O:7]1)(=[O:3])[CH3:2]. The yield is 0.181. (2) The reactants are [CH2:1]([O:3][C:4]1[CH:9]=[CH:8][CH:7]=[CH:6][C:5]=1[F:10])[CH3:2].C([Li])CCC.[C:16](=[O:18])=[O:17]. The catalyst is C1COCC1.Cl. The product is [CH2:1]([O:3][C:4]1[C:5]([F:10])=[C:6]([CH:7]=[CH:8][CH:9]=1)[C:16]([OH:18])=[O:17])[CH3:2]. The yield is 0.650. (3) The reactants are C[O:2][C:3]([C:5]1[CH:15]=[CH:14][C:8]2[O:9][C:10]([F:13])([F:12])[O:11][C:7]=2[CH:6]=1)=O.[H-].[Al+3].[Li+].[H-].[H-].[H-].O.[OH-].[Na+]. The catalyst is O1CCCC1. The product is [F:13][C:10]1([F:12])[O:9][C:8]2[CH:14]=[CH:15][C:5]([CH2:3][OH:2])=[CH:6][C:7]=2[O:11]1. The yield is 0.760. (4) The reactants are [NH2:1][C:2]1[N:3]([CH3:30])[C:4](=[O:29])[C:5]([C:20]2[CH:21]=[C:22]([CH:27]=O)[N:23]([CH2:25][CH3:26])[CH:24]=2)([C:7]2[CH:12]=[CH:11][CH:10]=[C:9]([C:13]3[C:14]([F:19])=[N:15][CH:16]=[CH:17][CH:18]=3)[CH:8]=2)[N:6]=1.[ClH:31].[O:32]([NH2:34])[CH3:33]. The catalyst is C1COCC1. The product is [ClH:31].[CH3:33][O:32][N:34]=[CH:27][C:22]1[N:23]([CH2:25][CH3:26])[CH:24]=[C:20]([C:5]2([C:7]3[CH:12]=[CH:11][CH:10]=[C:9]([C:13]4[C:14]([F:19])=[N:15][CH:16]=[CH:17][CH:18]=4)[CH:8]=3)[C:4](=[O:29])[N:3]([CH3:30])[C:2]([NH2:1])=[N:6]2)[CH:21]=1. The yield is 0.640. (5) The reactants are [O:1]1[C:5]2[CH:6]=[C:7]3[CH:12]=[C:11]([C:13]([O:15]CC)=[O:14])[O:10][C:8]3=[CH:9][C:4]=2[NH:3][C:2]1=[O:18].[OH-].[K+]. The catalyst is C(O)C. The product is [O:1]1[C:5]2[CH:6]=[C:7]3[CH:12]=[C:11]([C:13]([OH:15])=[O:14])[O:10][C:8]3=[CH:9][C:4]=2[NH:3][C:2]1=[O:18]. The yield is 0.950. (6) The reactants are [F:1][C:2]1[CH:7]=[CH:6][C:5]([CH3:8])=[CH:4][C:3]=1[NH:9][C:10]1[N:15]2[N:16]=[CH:17][C:18]([S:19]([NH2:22])(=[O:21])=[O:20])=[C:14]2[N:13]=[CH:12][C:11]=1[C:23]([N:25]1[CH2:30][CH2:29][C:28]2([C:38]3[C:33](=[CH:34][CH:35]=[CH:36][CH:37]=3)[CH2:32][O:31]2)[CH2:27][CH2:26]1)=[O:24].[C:39](O)(=[O:42])[CH2:40][CH3:41]. No catalyst specified. The product is [F:1][C:2]1[CH:7]=[CH:6][C:5]([CH3:8])=[CH:4][C:3]=1[NH:9][C:10]1[N:15]2[N:16]=[CH:17][C:18]([S:19]([NH:22][C:39](=[O:42])[CH2:40][CH3:41])(=[O:20])=[O:21])=[C:14]2[N:13]=[CH:12][C:11]=1[C:23]([N:25]1[CH2:30][CH2:29][C:28]2([C:38]3[C:33](=[CH:34][CH:35]=[CH:36][CH:37]=3)[CH2:32][O:31]2)[CH2:27][CH2:26]1)=[O:24]. The yield is 0.590.